Dataset: TCR-epitope binding with 47,182 pairs between 192 epitopes and 23,139 TCRs. Task: Binary Classification. Given a T-cell receptor sequence (or CDR3 region) and an epitope sequence, predict whether binding occurs between them. The epitope is YFPLQSYGF. The TCR CDR3 sequence is CASSFYPGEAFF. Result: 1 (the TCR binds to the epitope).